From a dataset of Full USPTO retrosynthesis dataset with 1.9M reactions from patents (1976-2016). Predict the reactants needed to synthesize the given product. The reactants are: [N:1]1([CH2:6][CH2:7][O:8][C:9]2[CH:10]=[C:11]3[C:16](=[CH:17][CH:18]=2)[CH:15]=[C:14]([C:19]2[C:27]4[C:22](=[CH:23][CH:24]=[C:25]([C:28]5[N:32]=[CH:31][N:30](C(C6C=CC=CC=6)(C6C=CC=CC=6)C6C=CC=CC=6)[N:29]=5)[CH:26]=4)[N:21](C4CCCCO4)[N:20]=2)[CH:13]=[CH:12]3)[CH2:5][CH2:4][CH2:3][CH2:2]1.Cl. Given the product [N:1]1([CH2:6][CH2:7][O:8][C:9]2[CH:10]=[C:11]3[C:16](=[CH:17][CH:18]=2)[CH:15]=[C:14]([C:19]2[C:27]4[C:22](=[CH:23][CH:24]=[C:25]([C:28]5[N:32]=[CH:31][NH:30][N:29]=5)[CH:26]=4)[NH:21][N:20]=2)[CH:13]=[CH:12]3)[CH2:5][CH2:4][CH2:3][CH2:2]1, predict the reactants needed to synthesize it.